Dataset: Peptide-MHC class I binding affinity with 185,985 pairs from IEDB/IMGT. Task: Regression. Given a peptide amino acid sequence and an MHC pseudo amino acid sequence, predict their binding affinity value. This is MHC class I binding data. (1) The peptide sequence is TPRSMPGTRR. The MHC is HLA-B07:02 with pseudo-sequence HLA-B07:02. The binding affinity (normalized) is 0.349. (2) The peptide sequence is IRHVYHNLK. The MHC is HLA-B57:01 with pseudo-sequence HLA-B57:01. The binding affinity (normalized) is 0.0847.